Dataset: Catalyst prediction with 721,799 reactions and 888 catalyst types from USPTO. Task: Predict which catalyst facilitates the given reaction. (1) Reactant: [BH4-].[Li+].[Cl:3][C:4]1[CH:5]=[CH:6][C:7]([C:28](OC)=[O:29])=[C:8]2[C:12]=1[N:11]=[C:10]1[N:13]([C:17]3[CH:22]=[CH:21][C:20]([Cl:23])=[CH:19][C:18]=3[C:24]([F:27])([F:26])[F:25])[CH2:14][CH2:15][CH2:16][N:9]21. Product: [Cl:3][C:4]1[C:12]2[N:11]=[C:10]3[N:13]([C:17]4[CH:22]=[CH:21][C:20]([Cl:23])=[CH:19][C:18]=4[C:24]([F:26])([F:25])[F:27])[CH2:14][CH2:15][CH2:16][N:9]3[C:8]=2[C:7]([CH2:28][OH:29])=[CH:6][CH:5]=1. The catalyst class is: 7. (2) Reactant: [NH2:1][CH2:2][CH2:3][C:4]([N:6]1[CH2:11][CH2:10][O:9][CH2:8][CH2:7]1)=[O:5].C1(CC(O)=O)C=CC=CC=1.[C:22]1([NH:28][C:29](=[O:52])[CH:30]([CH:36]([C:46]2[CH:51]=[CH:50][CH:49]=[CH:48][CH:47]=2)[C:37]([C:39]2[CH:44]=[CH:43][C:42]([F:45])=[CH:41][CH:40]=2)=O)[C:31](=O)[CH:32]([CH3:34])[CH3:33])[CH:27]=[CH:26][CH:25]=[CH:24][CH:23]=1. Product: [C:22]1([NH:28][C:29]([C:30]2[C:36]([C:46]3[CH:47]=[CH:48][CH:49]=[CH:50][CH:51]=3)=[C:37]([C:39]3[CH:40]=[CH:41][C:42]([F:45])=[CH:43][CH:44]=3)[N:1]([CH2:2][CH2:3][C:4]([N:6]3[CH2:11][CH2:10][O:9][CH2:8][CH2:7]3)=[O:5])[C:31]=2[CH:32]([CH3:34])[CH3:33])=[O:52])[CH:27]=[CH:26][CH:25]=[CH:24][CH:23]=1. The catalyst class is: 1. (3) Reactant: [F:1][C:2]([F:45])([F:44])[C:3]1[CH:4]=[C:5]([CH:9]([C:34]2[CH:39]=[CH:38][CH:37]=[C:36]([C:40]([F:43])([F:42])[F:41])[CH:35]=2)[C:10]2[S:14][C:13]([C:15]([NH:17][C@@H:18]([CH2:23][CH2:24][CH2:25][NH:26][C:27]([O:29][C:30]([CH3:33])([CH3:32])[CH3:31])=[O:28])[C:19]([O:21]C)=[O:20])=[O:16])=[CH:12][CH:11]=2)[CH:6]=[CH:7][CH:8]=1. Product: [F:44][C:2]([F:1])([F:45])[C:3]1[CH:4]=[C:5]([CH:9]([C:34]2[CH:39]=[CH:38][CH:37]=[C:36]([C:40]([F:41])([F:42])[F:43])[CH:35]=2)[C:10]2[S:14][C:13]([C:15]([NH:17][C@@H:18]([CH2:23][CH2:24][CH2:25][NH:26][C:27]([O:29][C:30]([CH3:32])([CH3:33])[CH3:31])=[O:28])[C:19]([OH:21])=[O:20])=[O:16])=[CH:12][CH:11]=2)[CH:6]=[CH:7][CH:8]=1. The catalyst class is: 273. (4) Reactant: [S:1]1[C:5]2[CH2:6][CH2:7][NH:8][CH2:9][CH2:10][C:4]=2[CH:3]=[CH:2]1.C([O-])(O)=O.[Na+].[C:16](O[C:16]([O:18][C:19]([CH3:22])([CH3:21])[CH3:20])=[O:17])([O:18][C:19]([CH3:22])([CH3:21])[CH3:20])=[O:17].O. Product: [C:19]([O:18][C:16]([N:8]1[CH2:9][CH2:10][C:4]2[CH:3]=[CH:2][S:1][C:5]=2[CH2:6][CH2:7]1)=[O:17])([CH3:22])([CH3:21])[CH3:20]. The catalyst class is: 95. (5) Reactant: [N:1]([CH2:4][CH2:5][CH2:6][Si:7]([CH2:16][C:17](=[CH2:19])[CH3:18])([CH2:12][C:13](=[CH2:15])[CH3:14])[CH2:8][C:9](=[CH2:11])[CH3:10])=[N+]=[N-].C1(P(C2C=CC=CC=2)C2C=CC=CC=2)C=CC=CC=1. Product: [NH2:1][CH2:4][CH2:5][CH2:6][Si:7]([CH2:16][C:17](=[CH2:18])[CH3:19])([CH2:8][C:9](=[CH2:10])[CH3:11])[CH2:12][C:13](=[CH2:14])[CH3:15]. The catalyst class is: 17. (6) Reactant: [Cl:1][C:2]1[CH:3]=[C:4]2[C:8](=[CH:9][CH:10]=1)[CH2:7][N:6]([C:11]([O:13][CH2:14][C@@:15]([OH:27])([CH3:26])[CH2:16][N:17]1[CH:21]=[C:20]([N+:22]([O-:24])=[O:23])[N:19]=[C:18]1Cl)=[O:12])[CH2:5]2.[H-].[Na+]. Product: [Cl:1][C:2]1[CH:3]=[C:4]2[C:8](=[CH:9][CH:10]=1)[CH2:7][N:6]([C:11]([O:13][CH2:14][C@:15]1([CH3:26])[O:27][C:18]3=[N:19][C:20]([N+:22]([O-:24])=[O:23])=[CH:21][N:17]3[CH2:16]1)=[O:12])[CH2:5]2. The catalyst class is: 3. (7) Reactant: [N:1]1([C:5]2[CH:10]=[C:9]([NH:11][C:12]3[NH:13][N:14]=[C:15]([CH3:17])[CH:16]=3)[N:8]=[C:7]([S:18][C:19]3[CH:27]=[CH:26][C:22]([C:23](O)=[O:24])=[CH:21][CH:20]=3)[N:6]=2)[CH2:4][CH2:3][CH2:2]1.[CH:28]1([NH2:33])[CH2:32][CH2:31][CH2:30][CH2:29]1.F[B-](F)(F)F.N1(OC(N(C)C)=[N+](C)C)C2C=CC=CC=2N=N1.C(N(C(C)C)CC)(C)C. Product: [N:1]1([C:5]2[CH:10]=[C:9]([NH:11][C:12]3[NH:13][N:14]=[C:15]([CH3:17])[CH:16]=3)[N:8]=[C:7]([S:18][C:19]3[CH:27]=[CH:26][C:22]([C:23]([NH:33][CH:28]4[CH2:32][CH2:31][CH2:30][CH2:29]4)=[O:24])=[CH:21][CH:20]=3)[N:6]=2)[CH2:2][CH2:3][CH2:4]1. The catalyst class is: 42. (8) Reactant: [CH3:1][C:2]1[N:29]=[C:5]2[NH:6][C:7](=[O:28])[C:8]([CH2:13][C:14]3[CH:19]=[CH:18][C:17]([C:20]4[C:21]([C:26]#[N:27])=[CH:22][CH:23]=[CH:24][CH:25]=4)=[CH:16][CH:15]=3)=[C:9]([CH2:10][CH2:11][CH3:12])[N:4]2[N:3]=1.[CH3:30][CH:31]([O:33][C:34]1[CH:39]=[CH:38][C:37](B(O)O)=[CH:36][CH:35]=1)[CH3:32].C(N(CC)CC)C.N1C=CC=CC=1. Product: [CH3:1][C:2]1[N:29]=[C:5]2[N:6]([C:37]3[CH:38]=[CH:39][C:34]([O:33][CH:31]([CH3:32])[CH3:30])=[CH:35][CH:36]=3)[C:7](=[O:28])[C:8]([CH2:13][C:14]3[CH:19]=[CH:18][C:17]([C:20]4[C:21]([C:26]#[N:27])=[CH:22][CH:23]=[CH:24][CH:25]=4)=[CH:16][CH:15]=3)=[C:9]([CH2:10][CH2:11][CH3:12])[N:4]2[N:3]=1. The catalyst class is: 560.